This data is from Forward reaction prediction with 1.9M reactions from USPTO patents (1976-2016). The task is: Predict the product of the given reaction. (1) Given the reactants [CH2:1]([O:8][C:9](=[O:25])[C:10]([CH3:24])([CH3:23])[C@H:11]([NH:15]C(OC(C)(C)C)=O)[C:12](O)=O)[C:2]1[CH:7]=[CH:6][CH:5]=[CH:4][CH:3]=1.[C:26]([C:30]1[CH:35]=[CH:34][C:33]([NH2:36])=[C:32]([NH2:37])[CH:31]=1)([CH3:29])([CH3:28])[CH3:27], predict the reaction product. The product is: [NH2:15][C@H:11]([C:12]1[NH:36][C:33]2[CH:34]=[CH:35][C:30]([C:26]([CH3:29])([CH3:28])[CH3:27])=[CH:31][C:32]=2[N:37]=1)[C:10]([CH3:23])([CH3:24])[C:9]([O:8][CH2:1][C:2]1[CH:3]=[CH:4][CH:5]=[CH:6][CH:7]=1)=[O:25]. (2) Given the reactants Br[C:2]1[CH:3]=[CH:4][C:5]2[O:15][CH2:14][CH:13]([OH:16])[C:12]3[S:11][C:10]([C:17]([O:19][CH3:20])=[O:18])=[N:9][C:8]=3[C:6]=2[CH:7]=1.[C:21]([C@:23]1([OH:30])[CH2:27][CH2:26][N:25]([CH3:28])[C:24]1=[O:29])#[CH:22], predict the reaction product. The product is: [OH:16][CH:13]1[C:12]2[S:11][C:10]([C:17]([O:19][CH3:20])=[O:18])=[N:9][C:8]=2[C:6]2[CH:7]=[C:2]([C:22]#[C:21][C@:23]3([OH:30])[CH2:27][CH2:26][N:25]([CH3:28])[C:24]3=[O:29])[CH:3]=[CH:4][C:5]=2[O:15][CH2:14]1. (3) Given the reactants [CH3:1][C:2]1[CH:3]=[C:4]([C:9]2[CH:14]=[CH:13][C:12]([NH:15][C:16]3[CH:21]=[CH:20][C:19]([C:22]([N:24]4[CH2:29][CH2:28][O:27][CH2:26][CH2:25]4)=[O:23])=[CH:18][CH:17]=3)=[C:11]([C:30]#[N:31])[CH:10]=2)[CH:5]=[CH:6][C:7]=1[CH3:8].CC(O)=[O:34], predict the reaction product. The product is: [CH3:1][C:2]1[CH:3]=[C:4]([C:9]2[CH:10]=[C:11]([C:30]([NH2:31])=[O:34])[C:12]3[NH:15][C:16]4[C:17]([C:13]=3[CH:14]=2)=[CH:18][C:19]([C:22]([N:24]2[CH2:29][CH2:28][O:27][CH2:26][CH2:25]2)=[O:23])=[CH:20][CH:21]=4)[CH:5]=[CH:6][C:7]=1[CH3:8].